From a dataset of Forward reaction prediction with 1.9M reactions from USPTO patents (1976-2016). Predict the product of the given reaction. (1) Given the reactants [CH:1]1([C:7]2[C:8]3[S:27][C:26]([C:28]([O:30][CH3:31])=[O:29])=[CH:25][C:9]=3[NH:10][C:11]=2[C:12]2[CH:17]=[CH:16][CH:15]=[C:14]([N+:18]([O-:20])=[O:19])[C:13]=2[O:21][CH2:22][CH2:23][OH:24])[CH2:6][CH2:5][CH2:4][CH2:3][CH2:2]1.C(N(CC)CC)C.[CH3:39][S:40](Cl)(=[O:42])=[O:41].O, predict the reaction product. The product is: [CH:1]1([C:7]2[C:8]3[S:27][C:26]([C:28]([O:30][CH3:31])=[O:29])=[CH:25][C:9]=3[NH:10][C:11]=2[C:12]2[CH:17]=[CH:16][CH:15]=[C:14]([N+:18]([O-:20])=[O:19])[C:13]=2[O:21][CH2:22][CH2:23][O:24][S:40]([CH3:39])(=[O:42])=[O:41])[CH2:6][CH2:5][CH2:4][CH2:3][CH2:2]1. (2) The product is: [C:24]([C:21]1[CH:20]=[CH:19][C:18]([C:17]([NH:16][C:12]2[CH:13]=[CH:14][CH:15]=[C:10]([C:4]3[CH:5]=[N:6][C:7]([O:8][CH3:9])=[C:2]([NH:1][C:31]4[N:36]=[N:35][C:34]([N:37]5[CH2:38][CH2:39][O:40][CH2:41][CH2:42]5)=[CH:33][CH:32]=4)[CH:3]=3)[C:11]=2[CH3:29])=[O:28])=[CH:23][CH:22]=1)([CH3:25])([CH3:26])[CH3:27]. Given the reactants [NH2:1][C:2]1[CH:3]=[C:4]([C:10]2[C:11]([CH3:29])=[C:12]([NH:16][C:17](=[O:28])[C:18]3[CH:23]=[CH:22][C:21]([C:24]([CH3:27])([CH3:26])[CH3:25])=[CH:20][CH:19]=3)[CH:13]=[CH:14][CH:15]=2)[CH:5]=[N:6][C:7]=1[O:8][CH3:9].Cl[C:31]1[N:36]=[N:35][C:34]([N:37]2[CH2:42][CH2:41][O:40][CH2:39][CH2:38]2)=[CH:33][CH:32]=1.CC1(C)C2C=CC=C(P(C3C=CC=CC=3)C3C=CC=CC=3)C=2OC2C1=CC=CC=2P(C1C=CC=CC=1)C1C=CC=CC=1.C([O-])([O-])=O.[Cs+].[Cs+], predict the reaction product. (3) Given the reactants C(O[C:6]([N:8]1[CH2:15][C:14](=[CH2:16])[CH2:13][C@H:9]1[C:10]([OH:12])=O)=[O:7])(C)(C)C.[C:17]1([C:26]2[CH:31]=[CH:30][CH:29]=[CH:28][CH:27]=2)[CH:22]=[CH:21][C:20](C(Cl)=O)=[CH:19][CH:18]=1.[CH3:32][O:33][C:34]1[CH:35]=[C:36]([CH:39]=[CH:40][C:41]=1[O:42][CH3:43])[CH2:37][NH2:38], predict the reaction product. The product is: [C:26]1([C:17]2[CH:18]=[CH:19][CH:20]=[CH:21][CH:22]=2)[CH:27]=[CH:28][C:29]([C:6]([N:8]2[CH2:15][C:14](=[CH2:16])[CH2:13][C@H:9]2[C:10]([NH:38][CH2:37][C:36]2[CH:39]=[CH:40][C:41]([O:42][CH3:43])=[C:34]([O:33][CH3:32])[CH:35]=2)=[O:12])=[O:7])=[CH:30][CH:31]=1. (4) Given the reactants C1C2C(COC([N:18]=[C:19]=[S:20])=O)C3C(=CC=CC=3)C=2C=CC=1.Cl.[CH2:22]([O:24][C:25](=[O:35])[C:26]([CH3:34])([CH:28]1[CH2:33][CH2:32][NH:31][CH2:30][CH2:29]1)[CH3:27])[CH3:23].C(=O)([O-])O.[Na+].N1CCCCC1, predict the reaction product. The product is: [CH2:22]([O:24][C:25](=[O:35])[C:26]([CH3:34])([CH:28]1[CH2:33][CH2:32][N:31]([C:19](=[S:20])[NH2:18])[CH2:30][CH2:29]1)[CH3:27])[CH3:23]. (5) Given the reactants [F:1][C:2]1[CH:7]=[C:6]([F:8])[CH:5]=[CH:4][C:3]=1B(O)O.C(=O)([O-])[O-].[K+].[K+].Br[C:19]1[CH:24]=[C:23]([F:25])[CH:22]=[CH:21][C:20]=1[C:26](=[O:28])[CH3:27], predict the reaction product. The product is: [F:1][C:2]1[CH:7]=[C:6]([F:8])[CH:5]=[CH:4][C:3]=1[C:19]1[CH:24]=[C:23]([F:25])[CH:22]=[CH:21][C:20]=1[C:26](=[O:28])[CH3:27]. (6) Given the reactants [Cl:1][C:2]1[CH:3]=[C:4]([C:12]2[O:16][N:15]=[C:14]([C:17]3[C:25]4[O:24][CH:23]=[CH:22][C:21]=4[C:20]([O:26][CH2:27][C:28]([O:30]CC)=[O:29])=[CH:19][CH:18]=3)[N:13]=2)[CH:5]=[CH:6][C:7]=1[O:8][CH:9]([CH3:11])[CH3:10].[OH-].[Na+].Cl, predict the reaction product. The product is: [Cl:1][C:2]1[CH:3]=[C:4]([C:12]2[O:16][N:15]=[C:14]([C:17]3[C:25]4[O:24][CH:23]=[CH:22][C:21]=4[C:20]([O:26][CH2:27][C:28]([OH:30])=[O:29])=[CH:19][CH:18]=3)[N:13]=2)[CH:5]=[CH:6][C:7]=1[O:8][CH:9]([CH3:11])[CH3:10]. (7) Given the reactants [CH3:1][C:2]1[CH:10]=[C:9]2[C:5]([C:6]([C:11]([NH2:13])=[O:12])=[N:7][NH:8]2)=[CH:4][CH:3]=1.C(C1C2C(=CC=CC=2)N([CH2:26][C:27]([OH:29])=[O:28])N=1)(=O)N, predict the reaction product. The product is: [C:11]([C:6]1[C:5]2[C:9](=[CH:10][C:2]([CH3:1])=[CH:3][CH:4]=2)[N:8]([CH2:26][C:27]([OH:29])=[O:28])[N:7]=1)(=[O:12])[NH2:13].